From a dataset of Peptide-MHC class I binding affinity with 185,985 pairs from IEDB/IMGT. Regression. Given a peptide amino acid sequence and an MHC pseudo amino acid sequence, predict their binding affinity value. This is MHC class I binding data. (1) The peptide sequence is WENVPYLGK. The MHC is HLA-B44:02 with pseudo-sequence HLA-B44:02. The binding affinity (normalized) is 0.165. (2) The peptide sequence is LPQRHHIML. The MHC is HLA-B35:01 with pseudo-sequence HLA-B35:01. The binding affinity (normalized) is 0.719. (3) The peptide sequence is KAMRPWQSF. The MHC is HLA-B45:06 with pseudo-sequence HLA-B45:06. The binding affinity (normalized) is 0.213. (4) The peptide sequence is GRTFGKLPY. The MHC is HLA-A69:01 with pseudo-sequence HLA-A69:01. The binding affinity (normalized) is 0.0847. (5) The peptide sequence is VAPMVGGMM. The MHC is HLA-B35:01 with pseudo-sequence HLA-B35:01. The binding affinity (normalized) is 0.391. (6) The peptide sequence is YLHRDIFDI. The MHC is HLA-A02:01 with pseudo-sequence HLA-A02:01. The binding affinity (normalized) is 0.667. (7) The peptide sequence is ILDNQGRVV. The MHC is HLA-A02:01 with pseudo-sequence HLA-A02:01. The binding affinity (normalized) is 0.344.